Task: Predict which catalyst facilitates the given reaction.. Dataset: Catalyst prediction with 721,799 reactions and 888 catalyst types from USPTO (1) Reactant: [F:1][C:2]([F:34])([F:33])[C:3]1[CH:8]=[CH:7][C:6](/[CH:9]=[CH:10]/[C:11]2[O:12][CH:13]=[C:14]([CH2:16][O:17][C:18]3[CH:23]=[CH:22][C:21]([CH2:24][CH2:25][CH2:26][CH2:27][N:28]4[CH:32]=[CH:31][N:30]=[N:29]4)=[CH:20][CH:19]=3)[N:15]=2)=[CH:5][CH:4]=1.[ClH:35]. Product: [ClH:35].[F:34][C:2]([F:1])([F:33])[C:3]1[CH:4]=[CH:5][C:6](/[CH:9]=[CH:10]/[C:11]2[O:12][CH:13]=[C:14]([CH2:16][O:17][C:18]3[CH:23]=[CH:22][C:21]([CH2:24][CH2:25][CH2:26][CH2:27][N:28]4[CH:32]=[CH:31][N:30]=[N:29]4)=[CH:20][CH:19]=3)[N:15]=2)=[CH:7][CH:8]=1. The catalyst class is: 7. (2) Reactant: [OH-].[Na+].[N:3]1[C:12]2[C:7](=[CH:8][CH:9]=[CH:10][CH:11]=2)[CH:6]=[CH:5][C:4]=1[N:13]1[CH2:18][CH2:17][N:16]([CH:19]([CH3:27])[CH2:20][CH2:21][CH2:22][C:23]([O:25]C)=[O:24])[CH2:15][CH2:14]1.Cl. Product: [N:3]1[C:12]2[C:7](=[CH:8][CH:9]=[CH:10][CH:11]=2)[CH:6]=[CH:5][C:4]=1[N:13]1[CH2:14][CH2:15][N:16]([CH:19]([CH3:27])[CH2:20][CH2:21][CH2:22][C:23]([OH:25])=[O:24])[CH2:17][CH2:18]1. The catalyst class is: 8. (3) Reactant: [Br:1][C:2]1[CH:7]=[CH:6][C:5]([F:8])=[C:4]([N+]([O-])=O)[C:3]=1[CH3:12].[NH4+].[Cl-].O.[CH3:16]CO. Product: [Br:1][C:2]1[CH:7]=[CH:6][C:5]([F:8])=[C:4]([CH3:16])[C:3]=1[CH3:12]. The catalyst class is: 292. (4) Product: [F:1][C:2]1[C:11]([C:12]([C:14]2[N:18]3[N:19]=[C:20]([C:23]4[CH:24]=[N:25][N:26]([CH3:28])[CH:27]=4)[CH:21]=[CH:22][C:17]3=[N:16][CH:15]=2)=[O:13])=[C:10]([F:29])[CH:9]=[C:8]2[C:3]=1[CH:4]=[CH:5][CH:6]=[N:7]2. Reactant: [F:1][C:2]1[C:11]([CH:12]([C:14]2[N:18]3[N:19]=[C:20]([C:23]4[CH:24]=[N:25][N:26]([CH3:28])[CH:27]=4)[CH:21]=[CH:22][C:17]3=[N:16][CH:15]=2)[OH:13])=[C:10]([F:29])[CH:9]=[C:8]2[C:3]=1[CH:4]=[CH:5][CH:6]=[N:7]2.CC(OI1(OC(C)=O)(OC(C)=O)OC(=O)C2C=CC=CC1=2)=O.[OH-].[Na+]. The catalyst class is: 2. (5) Reactant: [H-].[Na+].[C:3]([O:7][C:8]([NH:10][CH:11]1[N:17]=[C:16]([CH:18]([CH3:20])[CH3:19])[C:15]2[CH:21]=[CH:22][CH:23]=[CH:24][C:14]=2[NH:13][C:12]1=[O:25])=[O:9])([CH3:6])([CH3:5])[CH3:4].[C:26]([C:29]1[S:30][CH:31]=[CH:32][C:33]=1[CH2:34]Br)(=[O:28])[CH3:27]. Product: [C:26]([C:29]1[S:30][CH:31]=[CH:32][C:33]=1[CH2:34][N:13]1[C:14]2[CH:24]=[CH:23][CH:22]=[CH:21][C:15]=2[C:16]([CH:18]([CH3:19])[CH3:20])=[N:17][CH:11]([NH:10][C:8]([O:7][C:3]([CH3:5])([CH3:6])[CH3:4])=[O:9])[C:12]1=[O:25])(=[O:28])[CH3:27]. The catalyst class is: 9. (6) Reactant: [NH:1]1[CH2:6][CH2:5][NH:4][CH2:3][CH2:2]1.Cl[C:8]1[C:13]([Cl:14])=[CH:12][C:11]([Cl:15])=[CH:10][N:9]=1. Product: [Cl:14][C:13]1[C:8]([N:1]2[CH2:6][CH2:5][NH:4][CH2:3][CH2:2]2)=[N:9][CH:10]=[C:11]([Cl:15])[CH:12]=1. The catalyst class is: 6.